This data is from Forward reaction prediction with 1.9M reactions from USPTO patents (1976-2016). The task is: Predict the product of the given reaction. (1) The product is: [O:82]=[C:77]1[CH:78]=[CH:79][C:80](=[O:81])[N:76]1[CH2:75][CH2:74][NH:73][C:14](=[O:16])[CH2:13][O:12][CH2:11][CH:9]1[CH2:8][CH2:7][CH2:6][CH:5]([O:4][CH2:3][C:2](=[O:1])[C@@:24]2([OH:65])[CH2:41][C@H:40]([O:42][C@@H:43]3[O:57][C@@H:56]([CH3:58])[C@H:46]4[O:47][C@H:48]5[N:53]([C@H:45]4[CH2:44]3)[CH2:52][CH2:51][O:50][C@@H:49]5[O:54][CH3:55])[C:39]3[C:26](=[C:27]([OH:64])[C:28]4[C:29](=[O:63])[C:30]5[C:35]([C:36](=[CH2:67])[C:37]=4[C:38]=3[OH:59])=[C:34]([O:61][CH3:62])[CH:33]=[CH:32][CH:31]=5)[CH2:25]2)[O:10]1. Given the reactants [O:1]=[C:2]([C@@:24]1([OH:65])[CH2:41][C@H:40]([O:42][C@@H:43]2[O:57][C@@H:56]([CH3:58])[C@H:46]3[O:47][C@H:48]4[N:53]([C@H:45]3[CH2:44]2)[CH2:52][CH2:51][O:50][C@@H:49]4[O:54][CH3:55])[C:39]2[C:26](=[C:27]([OH:64])[C:28]3[C:29](=[O:63])[C:30]4[C:35]([C:36](=O)[C:37]=3[C:38]=2[OH:59])=[C:34]([O:61][CH3:62])[CH:33]=[CH:32][CH:31]=4)[CH2:25]1)[CH2:3][O:4][CH:5]1[O:10][CH:9]([CH2:11][O:12][CH2:13][C:14]([O:16]N2C(=O)CCC2=O)=O)[CH2:8][CH2:7][CH2:6]1.F[C:67](F)(F)C(O)=O.[NH2:73][CH2:74][CH2:75][N:76]1[C:80](=[O:81])[CH:79]=[CH:78][C:77]1=[O:82].C(N(CC)CC)C, predict the reaction product. (2) Given the reactants [C:1]([O:5][C:6]([N:8]1[CH2:13][CH2:12][NH:11][C:10](=[O:14])[CH2:9]1)=[O:7])([CH3:4])([CH3:3])[CH3:2].[H-].[Na+].[CH3:17][S:18]([O:21][C:22]1[CH:27]=[CH:26][C:25]([Cl:28])=[C:24]([CH2:29]Br)[CH:23]=1)(=[O:20])=[O:19].CCOC(C)=O, predict the reaction product. The product is: [C:1]([O:5][C:6]([N:8]1[CH2:13][CH2:12][N:11]([CH2:29][C:24]2[CH:23]=[C:22]([O:21][S:18]([CH3:17])(=[O:20])=[O:19])[CH:27]=[CH:26][C:25]=2[Cl:28])[C:10](=[O:14])[CH2:9]1)=[O:7])([CH3:4])([CH3:2])[CH3:3].